This data is from Forward reaction prediction with 1.9M reactions from USPTO patents (1976-2016). The task is: Predict the product of the given reaction. (1) Given the reactants [OH-].[Na+].[Cl:3][C:4]1[CH:12]=[CH:11][C:10]2[NH:9][C:8]3[CH2:13][CH2:14][N:15]([CH3:18])[CH2:16][CH2:17][C:7]=3[C:6]=2[CH:5]=1.Br[CH2:20][CH2:21][C:22]1[CH:27]=[CH:26][CH:25]=[CH:24][CH:23]=1.O, predict the reaction product. The product is: [Cl:3][C:4]1[CH:12]=[CH:11][C:10]2[N:9]([CH2:20][CH2:21][C:22]3[CH:27]=[CH:26][CH:25]=[CH:24][CH:23]=3)[C:8]3[CH2:13][CH2:14][N:15]([CH3:18])[CH2:16][CH2:17][C:7]=3[C:6]=2[CH:5]=1. (2) Given the reactants Br[C:2]1[CH:3]=[CH:4][C:5]2[N:9]=[CH:8][N:7]([C:10]3[CH:15]=[CH:14][C:13]([Cl:16])=[CH:12][CH:11]=3)[C:6]=2[CH:17]=1.[Cl:18][C:19]1[CH:24]=[CH:23][C:22]([N:25]2[C:29](B(O)O)=[CH:28][CH:27]=[N:26]2)=[CH:21][CH:20]=1, predict the reaction product. The product is: [Cl:16][C:13]1[CH:14]=[CH:15][C:10]([N:7]2[C:6]3[CH:17]=[C:2]([C:29]4[N:25]([C:22]5[CH:23]=[CH:24][C:19]([Cl:18])=[CH:20][CH:21]=5)[N:26]=[CH:27][CH:28]=4)[CH:3]=[CH:4][C:5]=3[N:9]=[CH:8]2)=[CH:11][CH:12]=1. (3) Given the reactants OC1C(=O)NN=C(CCC2C=CC=CC=2)C=1.C([O:24][C:25]1[N:26]=[N:27][C:28](/[CH:39]=[CH:40]/[C:41]2[CH:46]=[CH:45][C:44]([C:47]([F:50])([F:49])[F:48])=[CH:43][C:42]=2[C:51]([F:54])([F:53])[F:52])=[CH:29][C:30]=1[O:31]CC1C=CC=CC=1)C1C=CC=CC=1, predict the reaction product. The product is: [F:54][C:51]([F:52])([F:53])[C:42]1[CH:43]=[C:44]([C:47]([F:48])([F:50])[F:49])[CH:45]=[CH:46][C:41]=1[CH2:40][CH2:39][C:28]1[CH:29]=[C:30]([OH:31])[C:25](=[O:24])[NH:26][N:27]=1. (4) Given the reactants [Br:1][CH2:2][C:3]1[CH:8]=[CH:7][C:6]([S:9](Cl)(=[O:11])=[O:10])=[CH:5][CH:4]=1.[NH2:13][CH2:14][C:15]([CH3:18])([OH:17])[CH3:16].C(N(CC)C(C)C)(C)C, predict the reaction product. The product is: [Br:1][CH2:2][C:3]1[CH:8]=[CH:7][C:6]([S:9]([NH:13][CH2:14][C:15]([OH:17])([CH3:18])[CH3:16])(=[O:11])=[O:10])=[CH:5][CH:4]=1. (5) Given the reactants [NH2:1][C:2]1[CH:6]=[CH:5][N:4]([CH2:7][C:8]([CH3:11])([OH:10])[CH3:9])[N:3]=1.Br[C:13]1[C:14](=[O:21])[N:15]([CH3:20])[N:16]=[C:17]([Cl:19])[CH:18]=1.C1(P(C2C=CC=CC=2)C2C3OC4C(=CC=CC=4P(C4C=CC=CC=4)C4C=CC=CC=4)C(C)(C)C=3C=CC=2)C=CC=CC=1, predict the reaction product. The product is: [Cl:19][C:17]1[CH:18]=[C:13]([NH:1][C:2]2[CH:6]=[CH:5][N:4]([CH2:7][C:8]([OH:10])([CH3:11])[CH3:9])[N:3]=2)[C:14](=[O:21])[N:15]([CH3:20])[N:16]=1. (6) Given the reactants C[CH:2]([OH:9])[CH2:3][CH2:4][CH2:5]CCC.C([C:18]1(OC=CC1)[CH2:19][O:20][CH2:21][C:22]1(CCCCCCCC)OC=CC1)CCCCCCC.[H][H], predict the reaction product. The product is: [O:9]1[CH:5]=[CH:4][CH:3]=[CH:2]1.[CH3:18][CH2:19][O:20][CH2:21][CH3:22].